Dataset: Full USPTO retrosynthesis dataset with 1.9M reactions from patents (1976-2016). Task: Predict the reactants needed to synthesize the given product. Given the product [OH:1][C:2]1[C:3]2[C:10]3[CH2:11][CH2:12][C:13]([CH3:18])([C:15]([Cl:21])=[O:16])[CH2:14][C:9]=3[S:8][C:4]=2[N:5]=[CH:6][N:7]=1, predict the reactants needed to synthesize it. The reactants are: [OH:1][C:2]1[C:3]2[C:10]3[CH2:11][CH2:12][C:13]([CH3:18])([C:15](O)=[O:16])[CH2:14][C:9]=3[S:8][C:4]=2[N:5]=[CH:6][N:7]=1.S(Cl)([Cl:21])=O.